Predict which catalyst facilitates the given reaction. From a dataset of Catalyst prediction with 721,799 reactions and 888 catalyst types from USPTO. Reactant: [O:1]=[C:2]1[NH:7][C:6](=[O:8])[C:5]([C:9]([O:11][CH2:12][CH3:13])=[O:10])=[CH:4][N:3]1[C:14]1[CH:19]=[CH:18][C:17]([N:20]2[CH2:24][CH2:23][NH:22][C:21]2=[O:25])=[CH:16][CH:15]=1.[CH3:26][C:27]1[C:34]([C:35]([F:38])([F:37])[F:36])=[CH:33][CH:32]=[CH:31][C:28]=1[CH2:29]Br.C(=O)([O-])[O-].[K+].[K+].[I-].[K+]. Product: [CH3:26][C:27]1[C:34]([C:35]([F:36])([F:38])[F:37])=[CH:33][CH:32]=[CH:31][C:28]=1[CH2:29][N:7]1[C:6](=[O:8])[C:5]([C:9]([O:11][CH2:12][CH3:13])=[O:10])=[CH:4][N:3]([C:14]2[CH:15]=[CH:16][C:17]([N:20]3[CH2:24][CH2:23][NH:22][C:21]3=[O:25])=[CH:18][CH:19]=2)[C:2]1=[O:1]. The catalyst class is: 47.